Task: Regression. Given a target protein amino acid sequence and a drug SMILES string, predict the binding affinity score between them. We predict pKi (pKi = -log10(Ki in M); higher means stronger inhibition). Dataset: bindingdb_ki.. Dataset: Drug-target binding data from BindingDB using Ki measurements (1) The drug is O=c1[nH]cnc2c(CN3C[C@@H](O)[C@H](CO)C3)c[nH]c12. The target protein (P00491) has sequence MENGYTYEDYKNTAEWLLSHTKHRPQVAIICGSGLGGLTDKLTQAQIFDYGEIPNFPRSTVPGHAGRLVFGFLNGRACVMMQGRFHMYEGYPLWKVTFPVRVFHLLGVDTLVVTNAAGGLNPKFEVGDIMLIRDHINLPGFSGQNPLRGPNDERFGDRFPAMSDAYDRTMRQRALSTWKQMGEQRELQEGTYVMVAGPSFETVAECRVLQKLGADAVGMSTVPEVIVARHCGLRVFGFSLITNKVIMDYESLEKANHEEVLAAGKQAAQKLEQFVSILMASIPLPDKAS. The pKi is 9.3. (2) The drug is O=BOB([O-])OB([O-])OB=O. The target protein sequence is MSDLQQLFENNVRWAEAIKQEDPDFFAKLARQQTPEYLWIGCSDARVPANEIVGMLPGDLFVHRNVANVVLHTDLNCLSVIQFAVDVLKVKHILVTGHYGCGGVRASLHNDQLGLIDGWLRSIRDLAYEYREHLEQLPTEEERVDRLCELNVIQQVANVSHTSIVQNAWHRGQSLSVHGCIYGIKDGLWKNLNVTVSGLDQLPPQYRLSPLGGCC. The pKi is 2.0. (3) The drug is COC(=O)CCCCCNC(=O)CCCCCN1[C@H](CO)[C@@H](O)[C@H](O)[C@H]1CNS(=O)(=O)c1cccc2c(N(C)C)cccc12. The target protein (P12614) has sequence MTDPNTLAARFPGDFLFGVATASFQIEGSTKADGRKPSIWDAFCNMPGHVFGRHNGDIACDHYNRWEEDLDLIKEMGVEAYRFSLAWPRIIPDGFGPINEKGLDFYDRLVDGCKARGIKTYATLYHWDLPLTLMGDGGWASRSTAHAFQRYAKTVMARLGDRLDAVATFNEPWCAVWLSHLYGVHAPGERNMEAALAAMHHINLAHGFGVEASRHVAPKVPVGLVLNAHSAIPASDGEADLKAAERAFQFHNGAFFDPVFKGEYPAEMMEALGDRMPVVEAEDLGIISQKLDWWGLNYYTPMRVADDATPGVEFPATMPAPAVSDVKTDIGWEVYAPALHTLVETLYERYDLPECYITENGACYNMGVENGQVNDQPRLDYYAEHLGIVADLIRDGYPMRGYFAWSLMDNFEWAEGYRMRFGLVHVDYQTQVRTVKNSGKWYSALASGFPKGNHGVAKG. The pKi is 6.0. (4) The drug is O=P(O)(O)OC[C@H]1O[C@@H](n2cnc3c(-c4cccc(Br)c4)ncnc32)[C@H](O)[C@@H]1O. The target protein (O43598) has sequence MAAAMVPGRSESWERGEPGRPALYFCGSIRGGREDRTLYERIVSRLRRFGTVLTEHVAAAELGARGEEAAGGDRLIHEQDLEWLQQADVVVAEVTQPSLGVGYELGRAVAFNKRILCLFRPQSGRVLSAMIRGAADGSRFQVWDYEEGEVEALLDRYFEADPPGQVAASPDPTT. The pKi is 6.0.